From a dataset of Catalyst prediction with 721,799 reactions and 888 catalyst types from USPTO. Predict which catalyst facilitates the given reaction. (1) Reactant: [OH:1][CH2:2][CH2:3][NH:4][CH2:5][C:6]1[S:10][C:9]([C:11]2[CH:12]=[CH:13][C:14]([N+:28]([O-])=O)=[C:15]([NH:17][C:18](=[O:27])[C:19]3[CH:24]=[CH:23][C:22]([O:25][CH3:26])=[CH:21][CH:20]=3)[CH:16]=2)=[CH:8][CH:7]=1.CO.C(N(CC)CC)C. Product: [NH2:28][C:14]1[CH:13]=[CH:12][C:11]([C:9]2[S:10][C:6]([CH2:5][NH:4][CH2:3][CH2:2][OH:1])=[CH:7][CH:8]=2)=[CH:16][C:15]=1[NH:17][C:18](=[O:27])[C:19]1[CH:20]=[CH:21][C:22]([O:25][CH3:26])=[CH:23][CH:24]=1. The catalyst class is: 2. (2) Reactant: [OH:1][CH:2]1[CH:8]([NH:9][C:10]([C@@H:12]([NH:17][C:18]([C:20]2[O:21][C:22]3[CH:28]=[CH:27][CH:26]=[CH:25][C:23]=3[CH:24]=2)=[O:19])[CH2:13][CH:14]([CH3:16])[CH3:15])=[O:11])[CH2:7][CH2:6][CH2:5][NH:4][CH2:3]1.[C:29](O)(=[O:36])[C:30]1[CH:35]=[CH:34][CH:33]=[CH:32][CH:31]=1.C1C=CC2N(O)N=NC=2C=1.C(Cl)CCl. Product: [C:29]([N:4]1[CH2:5][CH2:6][CH2:7][CH:8]([NH:9][C:10]([C@@H:12]([NH:17][C:18]([C:20]2[O:21][C:22]3[CH:28]=[CH:27][CH:26]=[CH:25][C:23]=3[CH:24]=2)=[O:19])[CH2:13][CH:14]([CH3:15])[CH3:16])=[O:11])[C:2](=[O:1])[CH2:3]1)(=[O:36])[C:30]1[CH:35]=[CH:34][CH:33]=[CH:32][CH:31]=1. The catalyst class is: 98. (3) Reactant: [Mg].[F:2][C:3]1[CH:4]=[CH:5][C:6]([O:11][CH3:12])=[C:7]([CH:10]=1)[CH2:8]Cl.II.[CH2:15]([N:22]1[CH2:27][CH2:26][O:25][CH:24]([C:28]([C:30]2[CH:35]=[CH:34][CH:33]=[CH:32][CH:31]=2)=[O:29])[CH2:23]1)[C:16]1[CH:21]=[CH:20][CH:19]=[CH:18][CH:17]=1. Product: [CH2:15]([N:22]1[CH2:27][CH2:26][O:25][CH:24]([C:28]([C:30]2[CH:35]=[CH:34][CH:33]=[CH:32][CH:31]=2)([OH:29])[CH2:8][C:7]2[CH:10]=[C:3]([F:2])[CH:4]=[CH:5][C:6]=2[O:11][CH3:12])[CH2:23]1)[C:16]1[CH:17]=[CH:18][CH:19]=[CH:20][CH:21]=1. The catalyst class is: 27. (4) Reactant: CO[C:3]([C:5]1([CH3:27])[CH2:17][C:16]2[C:15]3[C:10](=[CH:11][CH:12]=[C:13]([O:18][CH3:19])[CH:14]=3)[NH:9][C:8]=2[CH:7]([C:20]2[CH:25]=[CH:24][CH:23]=[C:22]([OH:26])[CH:21]=2)[NH:6]1)=[O:4].[Br:28][CH2:29][CH2:30][N:31]=[C:32]=[O:33]. Product: [Br:28][CH2:29][CH2:30][N:31]1[C:32](=[O:33])[N:6]2[CH:7]([C:20]3[CH:25]=[CH:24][CH:23]=[C:22]([OH:26])[CH:21]=3)[C:8]3[NH:9][C:10]4[C:15]([C:16]=3[CH2:17][C:5]2([CH3:27])[C:3]1=[O:4])=[CH:14][C:13]([O:18][CH3:19])=[CH:12][CH:11]=4. The catalyst class is: 131. (5) Reactant: [CH:1]1([N:4]2[CH2:9][C:8]3([CH2:14][CH2:13][N:12]([S:15]([C:18]4[CH:23]=[CH:22][C:21](B5OC(C)(C)C(C)(C)O5)=[CH:20][CH:19]=4)(=[O:17])=[O:16])[CH2:11][CH2:10]3)[O:7][CH2:6][C:5]2=[O:33])[CH2:3][CH2:2]1.Br[C:35]1[CH:44]=[C:43]2[C:38]([CH:39]=[C:40]([OH:45])[CH:41]=[N:42]2)=[CH:37][CH:36]=1.C(=O)([O-])[O-].[K+].[K+]. Product: [CH:1]1([N:4]2[CH2:9][C:8]3([CH2:14][CH2:13][N:12]([S:15]([C:18]4[CH:19]=[CH:20][C:21]([C:35]5[CH:44]=[C:43]6[C:38]([CH:39]=[C:40]([OH:45])[CH:41]=[N:42]6)=[CH:37][CH:36]=5)=[CH:22][CH:23]=4)(=[O:17])=[O:16])[CH2:11][CH2:10]3)[O:7][CH2:6][C:5]2=[O:33])[CH2:3][CH2:2]1. The catalyst class is: 70.